Dataset: Peptide-MHC class I binding affinity with 185,985 pairs from IEDB/IMGT. Task: Regression. Given a peptide amino acid sequence and an MHC pseudo amino acid sequence, predict their binding affinity value. This is MHC class I binding data. (1) The peptide sequence is GMATGFIGV. The MHC is HLA-A02:01 with pseudo-sequence HLA-A02:01. The binding affinity (normalized) is 0.0847. (2) The peptide sequence is GKFFAQAFL. The MHC is HLA-B40:01 with pseudo-sequence HLA-B40:01. The binding affinity (normalized) is 0.0847. (3) The peptide sequence is QLDQRRALL. The MHC is HLA-B44:02 with pseudo-sequence HLA-B44:02. The binding affinity (normalized) is 0.0847. (4) The peptide sequence is NTCKPTILAT. The MHC is HLA-A02:01 with pseudo-sequence HLA-A02:01. The binding affinity (normalized) is 0.224.